This data is from HIV replication inhibition screening data with 41,000+ compounds from the AIDS Antiviral Screen. The task is: Binary Classification. Given a drug SMILES string, predict its activity (active/inactive) in a high-throughput screening assay against a specified biological target. (1) The compound is O=C1c2ccccc2-n2nnnc2C2CSCN12. The result is 0 (inactive). (2) The result is 0 (inactive). The compound is CN(N=Cc1ccccn1)C1=NCCCCN1.I. (3) The molecule is COC(=O)c1nc(S)nc(O)c1-c1ccc(Cl)cc1. The result is 1 (active). (4) The drug is CC1CCCC(C(O)CC2CC(=O)N(c3ccccc3)C(=O)C2)C1=O. The result is 0 (inactive). (5) The drug is CCC1(CC)SCc2nc3ccccc3n21. The result is 0 (inactive).